This data is from B-cell epitopes from IEDB database with 3,159 antigens for binding position prediction. The task is: Token-level Classification. Given an antigen amino acid sequence, predict which amino acid positions are active epitope sites capable of antibody binding. Output is a list of indices for active positions. (1) Given the antigen sequence: MACATLKRSLDWESLNQRPTKRRRCHPFGSPSSNAPNSPSSSAIAAAAAAASSSNSAMRVMEPKPSPFAEAVCPKLTPEKMAQNITEEIKRLHRRKQLTFNTGSMERMQDSESSGSEMGPDSPRRPDSPPSMVKHPEKALFTFKQVQMICERMLKEREDALREQYDAVLTNKLAEQYDAFVKFTYDQIQRRYEAAPSYLS, which amino acid positions are active epitope sites? The epitope positions are: [168, 169, 170, 171, 172, 173, 174, 175, 176, 177, 178, 179, 180, 181, 182, 183, 184, 185]. The amino acids at these positions are: LTNKLAEQYDAFVKFTYD. (2) The epitope positions are: [919, 920, 921, 922, 923, 924, 925, 926, 927, 928, 929, 930, 931, 932, 933, 934]. The amino acids at these positions are: NTFVVDGPETKECPTA. Given the antigen sequence: MSKKPGKPGKNRVVNMLKRGVSRVNPLTGLKRILGSLLDGRGPVRFILAILTFFRFTALQPTEALKRRWRAVDKRTALKHLNGFKRDLGSMLDTINRRPSKKRGGTGSLLGLAALIGLASSLQLSTYQGKVLMSINKTDAQSAINIPSANGANTCIVRALDVGVMCKDDITYLCPVLSAGNDPEDIDCWCDVEEVWVHYGRCTRMGHSRRSRRSISVQHHGDSTLATKNTPWLDTVKTTKYLTKVENWVLRNPGYALVALAIGWMLGSNNTQRVVFVIMLMLIAPAYSFNCLGTSNRDFVEGASGATWIDLVLEGGSCVTVMAPEKPTLDFKVMKMEATELATVREYCYEASLDTLSTVARCPTTGEAHNTKRSDPTFVCKRDVVDRGWGNGCGLFGKGSIDTCAKFTCKNKATGKTILRENIKYEVAIFVHGSTDSTSHGNYSEQIGKNQAARFTISPQAPSFTANMGEYGTVTIDCEARSGINTEDYYVFTVKEKSWL..., which amino acid positions are active epitope sites? (3) Given the antigen sequence: MDVTKKNKRDGTEVTERIVTETVTTRLTSLPPKGGTSNGYAKTASLGGGSRLEKQSLTHGSSGYINSTGSTRGHASTSSYRRAHSPASTLPNSPGSTFERKTHVTRHAYEGSSSGNSSPEYPRKEFASSSTRGRSQTRESEIRVRLQSASPSTRWTELDDVKRLLKGSRSASVSPTRNSSNTLPIPKKGTVETKIVTASSQSVSGTYDATILDANLPSHVWSSTLPAGSSMGTYHNNMTTQSSSLLNTNAYSAGSVFGVPNNMASCSPTLHPGLSTSSSVFGMQNNLAPSLTTLSHGTTTTSTAYGVKKNMPQSPAAVNTGVSTSAACTTSVQSDDLLHKDCKFLILEKDNTPAKKEMELLIMTKDSGKVFTASPASIAATSFSEDTLKKEKQAAYNADSGLKAEANGDLKTVSTKGKTTTADIHSYGSSGGGGSGGGGGVGGAGGGPWGPAPAWCPCGSCCSWWKWLLGLLLTWLLLLGLLFGLIALAEEVRKLKARVD..., which amino acid positions are active epitope sites? The epitope positions are: [489, 490, 491, 492, 493, 494, 495, 496, 497, 498, 499, 500, 501, 502, 503, 504, 505, 506]. The amino acids at these positions are: EEVRKLKARVDELERIRR. (4) Given the antigen sequence: MEAVLTKLDQEEKKALQNFHRCAWEETKNIINDFLEIPEERCTYKFNSYTKKMELLFTPEFHTAWHEVPECREFILNFLRLISGHRVVLKGPTFVFTKETKNLGIPSTINVDFQANIENMDDLQKGNLIGKMNIKEG, which amino acid positions are active epitope sites? The epitope positions are: [20, 21, 22, 23, 24, 25, 26, 27, 28, 29, 30, 31, 32, 33, 34, 35, 36, 37, 38, 39... (23 total positions)]. The amino acids at these positions are: RCAWEETKNIINDFLEIPEERCT. (5) Given the antigen sequence: MKMASNDANPSDGSTANLVPEVNNEVMALEPVVGAAIAAPVAGQQNVIDPWIRNNFVQAPGGEFTVSPRNAPGEILWSAPLGPDLNPYLSHLARMYNGYAGGFEVQVILAGNAFTAGKIIFAAVPPNFPTEGLSPSQVTMFPHIIVDVRQLEPVLIPLPDVRNNFYHYNQLNDPTIKLIAMLYTPLRANNAGEDVFTVSCRVLTRPSPDFDFIFLVPPTVESRTKPFTVPILTVEEMTNSRFPIPLEKLFTGPSGAFVVQPQNGRCTTDGVLLGTTQLSPVNICTFRGDVTHIAGTHNYTMNLASQNWNNYDPTEEIPAPLGTPDFVGRIQGMLTQTTRGDGSTRGHKATVSTGDVHFTPKLGSIQFNTDTNNDFETGQNTKFTPVGVVQDGNGTHQNEPQQWVLPSYSGRTGHNVHLAPAVAPTFPGEQLLFFRSTMPGCSGYPNMNLDCLLPQEWVQHFYQEAAPAQSDVALLRFVNPDTGRVLFECKLHKSGYVTVA..., which amino acid positions are active epitope sites? The epitope positions are: [472, 473, 474, 475, 476, 477, 478, 479, 480, 481, 482, 483, 484, 485, 486, 487, 488, 489, 490, 491... (22 total positions)]. The amino acids at these positions are: ALLRFVNPDTGRVLFECKLHKS. (6) Given the antigen sequence: EVKLVESGGGLVQPGGSLRLSCATSGFTFSDFYMEWVRQPPGKRLEWIAASRNKANDYTTEYSASVKGRFIVSRDTSQSILYLQMNALRAEDTAIYYCARDYYGSSYWYFDVWGAGTTVTVSS, which amino acid positions are active epitope sites? The epitope positions are: [107, 108, 109, 110, 111, 112, 113, 114, 115, 116, 117, 118, 119, 120, 121, 122]. The amino acids at these positions are: WYFDVWGAGTTVTVSS.